This data is from Forward reaction prediction with 1.9M reactions from USPTO patents (1976-2016). The task is: Predict the product of the given reaction. (1) Given the reactants C([O:5][C:6](=[O:50])/[CH:7]=[CH:8]/[C:9]1[C:14](=[O:15])[N:13]2[CH:16]=[CH:17][C:18]([C:20]([NH:22][C:23]3[S:24][CH:25]=[C:26]([C:28]([CH3:31])([CH3:30])[CH3:29])[N:27]=3)=[O:21])=[CH:19][C:12]2=[N:11][C:10]=1[N:32]1[CH2:37][CH2:36][N:35]([C:38](=[O:49])[CH2:39][CH2:40][CH2:41][CH2:42][N:43]([CH2:45][C:46]([OH:48])=[O:47])[CH3:44])[CH2:34][CH2:33]1)(C)(C)C.FC(F)(F)C(O)=O, predict the reaction product. The product is: [C:28]([C:26]1[N:27]=[C:23]([NH:22][C:20]([C:18]2[CH:17]=[CH:16][N:13]3[C:14](=[O:15])[C:9](/[CH:8]=[CH:7]/[C:6]([OH:50])=[O:5])=[C:10]([N:32]4[CH2:37][CH2:36][N:35]([C:38](=[O:49])[CH2:39][CH2:40][CH2:41][CH2:42][N:43]([CH2:45][C:46]([OH:48])=[O:47])[CH3:44])[CH2:34][CH2:33]4)[N:11]=[C:12]3[CH:19]=2)=[O:21])[S:24][CH:25]=1)([CH3:31])([CH3:29])[CH3:30]. (2) Given the reactants [O:1]=[C:2]1[CH2:10][C:9]2[C:4](=[CH:5][C:6]([NH:11][C:12](=[O:14])[CH3:13])=[CH:7][CH:8]=2)[NH:3]1.[O:15]=[C:16]1[C:21]2=[CH:22][NH:23][C:24]([CH:25]=O)=[C:20]2[CH2:19][CH2:18][O:17]1, predict the reaction product. The product is: [O:1]=[C:2]1[C:10](=[CH:25][C:24]2[NH:23][CH:22]=[C:21]3[C:16](=[O:15])[O:17][CH2:18][CH2:19][C:20]=23)[C:9]2[C:4](=[CH:5][C:6]([NH:11][C:12](=[O:14])[CH3:13])=[CH:7][CH:8]=2)[NH:3]1. (3) The product is: [F:30][C:27]1[CH:26]=[CH:25][C:24]([C:4]2([CH2:1][CH2:2][CH2:3][OH:31])[O:9][C:8](=[O:10])[N:7]([C@H:11]3[CH2:16][CH2:15][CH2:14][N:13]([C:17]([O:19][C:20]([CH3:23])([CH3:22])[CH3:21])=[O:18])[CH2:12]3)[CH2:6][CH2:5]2)=[CH:29][CH:28]=1. Given the reactants [CH2:1]([C:4]1([C:24]2[CH:29]=[CH:28][C:27]([F:30])=[CH:26][CH:25]=2)[O:9][C:8](=[O:10])[N:7]([C@H:11]2[CH2:16][CH2:15][CH2:14][N:13]([C:17]([O:19][C:20]([CH3:23])([CH3:22])[CH3:21])=[O:18])[CH2:12]2)[CH2:6][CH2:5]1)[CH:2]=[CH2:3].[OH:31]O.[OH-].[Na+], predict the reaction product. (4) Given the reactants [CH2:1]([O:3][C:4]1[CH:9]=[CH:8][C:7]([CH3:10])=[C:6]([N+:11]([O-])=O)[CH:5]=1)[CH3:2].CC1C=CC(OCCC)=CC=1N, predict the reaction product. The product is: [CH2:1]([O:3][C:4]1[CH:9]=[CH:8][C:7]([CH3:10])=[C:6]([NH2:11])[CH:5]=1)[CH3:2]. (5) Given the reactants CC1(C)C2C(=C(P(C3C=CC=CC=3)C3C=CC=CC=3)C=CC=2)OC2C(P(C3C=CC=CC=3)C3C=CC=CC=3)=CC=CC1=2.Cl[C:44]1[C:45]2[C@H:52]([CH3:53])[CH2:51][CH2:50][C:46]=2[N:47]=[CH:48][N:49]=1.[CH2:54]([N:61]1[CH2:66][CH2:65][C:64]2([C:74]3[C:69](=[CH:70][CH:71]=[CH:72][C:73]=3[CH:75]([OH:77])[CH3:76])[NH:68][CH2:67]2)[CH2:63][CH2:62]1)[C:55]1[CH:60]=[CH:59][CH:58]=[CH:57][CH:56]=1.C([O-])([O-])=O.[Cs+].[Cs+], predict the reaction product. The product is: [CH2:54]([N:61]1[CH2:66][CH2:65][C:64]2([C:74]3[C:69](=[CH:70][CH:71]=[CH:72][C:73]=3[CH:75]([OH:77])[CH3:76])[N:68]([C:44]3[C:45]4[C@H:52]([CH3:53])[CH2:51][CH2:50][C:46]=4[N:47]=[CH:48][N:49]=3)[CH2:67]2)[CH2:63][CH2:62]1)[C:55]1[CH:60]=[CH:59][CH:58]=[CH:57][CH:56]=1. (6) Given the reactants [CH3:1][C:2]1[N:3]=[C:4]([NH:24]C(=O)C)[S:5][C:6]=1[C:7]1[S:8][C:9]([S:12]([NH:15][CH2:16][CH2:17][N:18]2[CH2:23][CH2:22][O:21][CH2:20][CH2:19]2)(=[O:14])=[O:13])=[CH:10][CH:11]=1.Cl.CCO, predict the reaction product. The product is: [NH2:24][C:4]1[S:5][C:6]([C:7]2[S:8][C:9]([S:12]([NH:15][CH2:16][CH2:17][N:18]3[CH2:19][CH2:20][O:21][CH2:22][CH2:23]3)(=[O:14])=[O:13])=[CH:10][CH:11]=2)=[C:2]([CH3:1])[N:3]=1. (7) Given the reactants [Br:1][C:2]1[CH:9]=[CH:8][C:5]([CH2:6][SH:7])=[CH:4][CH:3]=1.C[O:11][C:12](=[O:30])[C@@H:13]1[CH2:17][C@@H:16](OS(C)(=O)=O)[CH2:15][N:14]1[C:23]([O:25][C:26]([CH3:29])([CH3:28])[CH3:27])=[O:24].O, predict the reaction product. The product is: [C:23]([N:14]1[CH2:15][C@@H:16]([S:7][CH2:6][C:5]2[CH:8]=[CH:9][C:2]([Br:1])=[CH:3][CH:4]=2)[CH2:17][C@H:13]1[C:12]([OH:30])=[O:11])([O:25][C:26]([CH3:29])([CH3:28])[CH3:27])=[O:24].